This data is from Drug-target binding data from BindingDB using Kd measurements. The task is: Regression. Given a target protein amino acid sequence and a drug SMILES string, predict the binding affinity score between them. We predict pKd (pKd = -log10(Kd in M); higher means stronger binding). Dataset: bindingdb_kd. The compound is Cc1cc2c(F)c(Oc3ncnn4cc(OC[C@@H](C)O)c(C)c34)ccc2[nH]1. The target is PFCDPK1(Pfalciparum). The pKd is 5.0.